From a dataset of TCR-epitope binding with 47,182 pairs between 192 epitopes and 23,139 TCRs. Binary Classification. Given a T-cell receptor sequence (or CDR3 region) and an epitope sequence, predict whether binding occurs between them. The TCR CDR3 sequence is CASSLRGGQPQHF. The epitope is RQLLFVVEV. Result: 0 (the TCR does not bind to the epitope).